Dataset: Full USPTO retrosynthesis dataset with 1.9M reactions from patents (1976-2016). Task: Predict the reactants needed to synthesize the given product. (1) The reactants are: Br[C:2]1[C:7]([NH2:8])=[CH:6][CH:5]=[C:4]([CH3:9])[N:3]=1.[C:10]([Si:12]([CH3:15])([CH3:14])[CH3:13])#[CH:11]. Given the product [CH3:9][C:4]1[N:3]=[C:2]([C:11]#[C:10][Si:12]([CH3:15])([CH3:14])[CH3:13])[C:7]([NH2:8])=[CH:6][CH:5]=1, predict the reactants needed to synthesize it. (2) Given the product [C:33]([O:32][C:31](=[O:37])[NH:30][C@H:26]1[CH2:27][CH2:28][CH2:29][N:24]([C:21]2[CH:20]=[CH:19][C:18]([NH:17][C:2]3[C:11]4[C:6](=[CH:7][CH:8]=[C:9]([Cl:12])[N:10]=4)[N:5]=[CH:4][C:3]=3[C:13](=[O:16])[CH2:14][CH3:15])=[CH:23][N:22]=2)[CH2:25]1)([CH3:36])([CH3:34])[CH3:35], predict the reactants needed to synthesize it. The reactants are: Cl[C:2]1[C:11]2[C:6](=[CH:7][CH:8]=[C:9]([Cl:12])[N:10]=2)[N:5]=[CH:4][C:3]=1[C:13](=[O:16])[CH2:14][CH3:15].[NH2:17][C:18]1[CH:19]=[CH:20][C:21]([N:24]2[CH2:29][CH2:28][CH2:27][C@H:26]([NH:30][C:31](=[O:37])[O:32][C:33]([CH3:36])([CH3:35])[CH3:34])[CH2:25]2)=[N:22][CH:23]=1. (3) Given the product [O:24]=[C:3]1[C@H:2]([NH:1][C:51]([N:32]2[CH2:33][CH2:34][CH:35]([N:38]3[CH2:42][CH:41]([C:43]4[CH:48]=[CH:47][N:46]=[CH:45][CH:44]=4)[NH:40][C:39]3=[O:49])[CH2:36][CH2:37]2)=[O:50])[N:8]=[C:7]([C:9]2[CH:10]=[CH:11][CH:12]=[CH:13][CH:14]=2)[C:6]2[CH:15]=[CH:16][CH:17]=[CH:18][C:5]=2[N:4]1[CH2:19][C:20]([F:21])([F:23])[F:22], predict the reactants needed to synthesize it. The reactants are: [NH2:1][C@@H:2]1[N:8]=[C:7]([C:9]2[CH:14]=[CH:13][CH:12]=[CH:11][CH:10]=2)[C:6]2[CH:15]=[CH:16][CH:17]=[CH:18][C:5]=2[N:4]([CH2:19][C:20]([F:23])([F:22])[F:21])[C:3]1=[O:24].C(N(CC)CC)C.[NH:32]1[CH2:37][CH2:36][CH:35]([N:38]2[CH2:42][CH:41]([C:43]3[CH:48]=[CH:47][N:46]=[CH:45][CH:44]=3)[NH:40][C:39]2=[O:49])[CH2:34][CH2:33]1.[O:50]1CCC[CH2:51]1. (4) Given the product [CH3:1][N:2]([CH2:4][C-:5]1[CH:9]=[CH:8][CH:7]=[C:6]1[CH:17]=[O:20])[CH3:3].[CH-:10]1[CH:14]=[CH:13][CH:12]=[CH:11]1.[Fe+2:15], predict the reactants needed to synthesize it. The reactants are: [CH3:1][N:2]([CH2:4][C-:5]1[CH:9]=[CH:8][CH:7]=[CH:6]1)[CH3:3].[CH-:10]1[CH:14]=[CH:13][CH:12]=[CH:11]1.[Fe+2:15].C[C:17]([O:20]C)(C)C. (5) Given the product [F:8][C:9]([F:14])([F:13])[C:10]([O-:12])=[O:11].[NH2:15][C:16]1[C:17]([C:24]([NH:26][CH2:27][C@@H:28]([N+:32]([CH2:35][CH2:36][CH2:37][C:38]2[CH:43]=[CH:42][C:41]([O:44][CH2:45][C@@H:46]([OH:47])[CH2:48][OH:49])=[CH:40][CH:39]=2)([CH3:34])[CH3:33])[CH2:29][CH2:30][CH3:31])=[O:25])=[N:18][C:19]([Cl:23])=[C:20]([NH2:22])[N:21]=1, predict the reactants needed to synthesize it. The reactants are: C(N(CC)CC)C.[F:8][C:9]([F:14])([F:13])[C:10]([O-:12])=[O:11].[NH2:15][C:16]1[C:17]([C:24]([NH:26][CH2:27][C@@H:28]([N+:32]([CH2:35][CH2:36][CH2:37][C:38]2[CH:43]=[CH:42][C:41]([OH:44])=[CH:40][CH:39]=2)([CH3:34])[CH3:33])[CH2:29][CH2:30][CH3:31])=[O:25])=[N:18][C:19]([Cl:23])=[C:20]([NH2:22])[N:21]=1.[CH2:45]1[O:47][C@H:46]1[CH2:48][OH:49]. (6) Given the product [CH3:55][C:52]1[C:51]([CH3:56])=[C:50]([NH:49][C:48]([N:27]2[CH2:26][CH2:25][C:23]3([CH2:24][CH:21]([C:19]4[N:20]=[C:16]([C:12]5[CH:13]=[CH:14][CH:15]=[C:10]([C:9]([F:30])([F:8])[F:31])[CH:11]=5)[S:17][CH:18]=4)[CH2:22]3)[CH2:29][CH2:28]2)=[O:47])[O:54][N:53]=1, predict the reactants needed to synthesize it. The reactants are: FC(F)(F)C(O)=O.[F:8][C:9]([F:31])([F:30])[C:10]1[CH:11]=[C:12]([C:16]2[S:17][CH:18]=[C:19]([CH:21]3[CH2:24][C:23]4([CH2:29][CH2:28][NH:27][CH2:26][CH2:25]4)[CH2:22]3)[N:20]=2)[CH:13]=[CH:14][CH:15]=1.CCN(C(C)C)C(C)C.C1([O:47][C:48](=O)[NH:49][C:50]2[O:54][N:53]=[C:52]([CH3:55])[C:51]=2[CH3:56])C=CC=CC=1. (7) Given the product [Cl:1][C:2]1[C:6]2[CH:7]=[C:8]3[C:9](=[C:10]([F:11])[C:5]=2[O:4][N:3]=1)[N:12]1[CH2:17][C@@H:16]([CH3:18])[O:15][C@@H:14]([CH3:19])[C@@H:13]1[C:26]1([C:25](=[O:29])[NH:24][C:23](=[O:30])[NH:22][C:27]1=[O:28])[CH2:20]3, predict the reactants needed to synthesize it. The reactants are: [Cl:1][C:2]1[C:6]2[CH:7]=[C:8]([CH:20]=O)[C:9]([N:12]3[CH2:17][C@@H:16]([CH3:18])[O:15][C@H:14]([CH3:19])[CH2:13]3)=[C:10]([F:11])[C:5]=2[O:4][N:3]=1.[NH:22]1[C:27](=[O:28])[CH2:26][C:25](=[O:29])[NH:24][C:23]1=[O:30]. (8) Given the product [OH:8][C:9]1[CH:24]=[CH:23][C:12]2[CH:13]=[C:14]([C:18]([O:20][CH2:21][CH3:22])=[O:19])[CH2:15][CH2:16][O:17][C:11]=2[CH:10]=1, predict the reactants needed to synthesize it. The reactants are: C([O:8][C:9]1[CH:24]=[CH:23][C:12]2[CH:13]=[C:14]([C:18]([O:20][CH2:21][CH3:22])=[O:19])[CH2:15][CH2:16][O:17][C:11]=2[CH:10]=1)C1C=CC=CC=1.Br. (9) Given the product [NH2:8][C:6]1[N:7]=[C:2]([Cl:1])[C:3]2[C:11]([C:29]#[C:28][CH2:27][C:25]([CH3:26])([OH:30])[CH3:24])=[CH:10][N:9]([CH2:13][C:14]3[C:19]([CH3:20])=[C:18]([O:21][CH3:22])[C:17]([CH3:23])=[CH:16][N:15]=3)[C:4]=2[N:5]=1, predict the reactants needed to synthesize it. The reactants are: [Cl:1][C:2]1[C:3]2[C:11](I)=[CH:10][N:9]([CH2:13][C:14]3[C:19]([CH3:20])=[C:18]([O:21][CH3:22])[C:17]([CH3:23])=[CH:16][N:15]=3)[C:4]=2[N:5]=[C:6]([NH2:8])[N:7]=1.[CH3:24][C:25]([OH:30])([CH2:27][C:28]#[CH:29])[CH3:26].